This data is from Full USPTO retrosynthesis dataset with 1.9M reactions from patents (1976-2016). The task is: Predict the reactants needed to synthesize the given product. Given the product [Cl:1][C:2]1[C:7]([F:8])=[CH:6][CH:5]=[C:4]([Cl:9])[C:3]=1[CH:10]([O:13][Si:14]([CH3:17])([CH3:16])[CH3:15])[CH:11]=[O:39], predict the reactants needed to synthesize it. The reactants are: [Cl:1][C:2]1[C:7]([F:8])=[CH:6][CH:5]=[C:4]([Cl:9])[C:3]=1[CH:10]([O:13][Si:14]([CH3:17])([CH3:16])[CH3:15])[C:11]#N.[H-].C([Al+]CC(C)C)C(C)C.CCCCCC.CO.[C@H](O)(C([O-])=O)[C@@H](O)C([O-])=[O:39].[Na+].[K+].